From a dataset of Catalyst prediction with 721,799 reactions and 888 catalyst types from USPTO. Predict which catalyst facilitates the given reaction. (1) Reactant: [H-].[Al+3].[Li+].[H-].[H-].[H-].[C:7]([NH:10][C:11]1[C:12]([CH3:18])=[N:13][N:14]([CH3:17])[C:15]=1[CH3:16])(=O)[CH3:8].[OH-].[Na+].[O-]S([O-])(=O)=O.[Na+].[Na+]. Product: [CH2:7]([NH:10][C:11]1[C:12]([CH3:18])=[N:13][N:14]([CH3:17])[C:15]=1[CH3:16])[CH3:8]. The catalyst class is: 6. (2) The catalyst class is: 59. Product: [Cl:12][C:9]1[CH:10]=[CH:11][C:3]([OH:2])=[C:4]([C:5]([C:24]2[CH:25]=[CH:26][C:21]([CH2:19][CH3:20])=[CH:22][CH:23]=2)=[O:7])[CH:8]=1. Reactant: C[O:2][C:3]1[CH:11]=[CH:10][C:9]([Cl:12])=[CH:8][C:4]=1[C:5]([OH:7])=O.C(Cl)(=O)C(Cl)=O.[CH2:19]([C:21]1[CH:26]=[CH:25][CH:24]=[CH:23][CH:22]=1)[CH3:20].[Al+3].[Cl-].[Cl-].[Cl-]. (3) The catalyst class is: 1. Product: [F:19][C:16]1[CH:15]=[CH:14][C:13]([N:11]2[CH:12]=[C:8]([CH2:7][OH:6])[N:9]=[C:10]2[CH3:20])=[CH:18][CH:17]=1. Reactant: C([SiH2][O:6][C:7](C)(C)[C:8]1[N:9]=[C:10]([CH3:20])[N:11]([C:13]2[CH:18]=[CH:17][C:16]([F:19])=[CH:15][CH:14]=2)[CH:12]=1)(C)(C)C.[F-].C([N+](CCCC)(CCCC)CCCC)CCC. (4) Reactant: [SH:1][CH:2]([CH2:6][C:7]([OH:9])=[O:8])[C:3]([OH:5])=[O:4].[CH2:10]([C:13]([F:31])([F:30])[C:14]([F:29])([F:28])[C:15]([F:27])([F:26])[C:16]([F:25])([F:24])[C:17]([F:23])([F:22])[C:18]([F:21])([F:20])[F:19])[CH2:11]O. Product: [F:30][C:13]([F:31])([C:14]([F:29])([F:28])[C:15]([F:27])([F:26])[C:16]([F:25])([F:24])[C:17]([F:23])([F:22])[C:18]([F:21])([F:20])[F:19])[CH2:10][CH2:11][O:4][C:3](=[O:5])[CH:2]([SH:1])[CH2:6][C:7]([O:9][CH2:11][CH2:10][C:13]([F:30])([F:31])[C:14]([F:28])([F:29])[C:15]([F:26])([F:27])[C:16]([F:24])([F:25])[C:17]([F:23])([F:22])[C:18]([F:21])([F:20])[F:19])=[O:8]. The catalyst class is: 743. (5) Reactant: [Cl:1][C:2]1[N:7]=[CH:6][C:5]([C:8]([O:10]CC)=[CH2:9])=[CH:4][N:3]=1.Cl. Product: [Cl:1][C:2]1[N:7]=[CH:6][C:5]([C:8](=[O:10])[CH3:9])=[CH:4][N:3]=1. The catalyst class is: 1. (6) Reactant: [CH:1]12[CH2:7][CH:4]([NH:5][CH2:6]1)[CH2:3][N:2]2[C:8]1[N:13]2[CH:14]=[CH:15][N:16]=[C:12]2[CH:11]=[C:10]([C:17]2[CH:22]=[CH:21][N:20]=[C:19]([NH:23][CH:24]([C:26]3[CH:31]=[CH:30][CH:29]=[CH:28][CH:27]=3)[CH3:25])[CH:18]=2)[N:9]=1.[CH:32](=O)[CH2:33][CH3:34].CO. Product: [CH2:32]([N:5]1[CH2:6][C@@H:1]2[CH2:7][C@H:4]1[CH2:3][N:2]2[C:8]1[N:13]2[CH:14]=[CH:15][N:16]=[C:12]2[CH:11]=[C:10]([C:17]2[CH:22]=[CH:21][N:20]=[C:19]([NH:23][C@H:24]([C:26]3[CH:27]=[CH:28][CH:29]=[CH:30][CH:31]=3)[CH3:25])[CH:18]=2)[N:9]=1)[CH2:33][CH3:34]. The catalyst class is: 373.